This data is from Forward reaction prediction with 1.9M reactions from USPTO patents (1976-2016). The task is: Predict the product of the given reaction. (1) The product is: [F:1][CH2:2][CH:3]1[CH2:8][CH2:7][N:6]([C:9]([N:16]2[CH2:17][C:18]3[CH:23]=[C:22]([C:24]4[CH:25]=[C:26]5[NH:32][C:31]([NH:33][C:34](=[O:37])[O:35][CH3:36])=[N:30][C:27]5=[N:28][CH:29]=4)[CH:21]=[CH:20][C:19]=3[O:13][CH2:14][CH2:15]2)=[O:10])[CH2:5][CH2:4]1. Given the reactants [F:1][CH2:2][CH:3]1[CH2:8][CH2:7][N:6]([C:9](Cl)=[O:10])[CH2:5][CH2:4]1.Cl.[O:13]1[C:19]2[CH:20]=[CH:21][C:22]([C:24]3[CH:25]=[C:26]4[NH:32][C:31]([NH:33][C:34](=[O:37])[O:35][CH3:36])=[N:30][C:27]4=[N:28][CH:29]=3)=[CH:23][C:18]=2[CH2:17][NH:16][CH2:15][CH2:14]1.C(N(C(C)C)CC)(C)C, predict the reaction product. (2) The product is: [C:32]([CH2:31][N:14]([C:9]1[CH:10]=[N:11][CH:12]=[CH:13][C:8]=1[C:3]1[CH:4]=[CH:5][CH:6]=[CH:7][C:2]=1[Cl:1])[C:15](=[O:30])[C:16]1[CH:17]=[C:18]([C:26]([F:29])([F:28])[F:27])[CH:19]=[C:20]([C:22]([F:23])([F:24])[F:25])[CH:21]=1)(=[O:35])[NH2:33]. Given the reactants [Cl:1][C:2]1[CH:7]=[CH:6][CH:5]=[CH:4][C:3]=1[C:8]1[CH:13]=[CH:12][N:11]=[CH:10][C:9]=1[N:14]([CH2:31][C:32](=[O:35])[NH:33]C)[C:15](=[O:30])[C:16]1[CH:21]=[C:20]([C:22]([F:25])([F:24])[F:23])[CH:19]=[C:18]([C:26]([F:29])([F:28])[F:27])[CH:17]=1.C(Cl)CCl.ON1C2N=CC=CC=2N=N1.[Cl-].[NH4+].CCN(C(C)C)C(C)C, predict the reaction product. (3) Given the reactants [NH2:1][CH2:2][C@H:3]1[CH2:8][CH2:7][C@H:6]([NH:9][C:10]2[S:11][C:12]3[CH2:19][CH2:18][CH2:17][C:16]4[CH:20]=[CH:21][C:22]([F:24])=[CH:23][C:15]=4[C:13]=3[N:14]=2)[CH2:5][CH2:4]1.N1C=CC=CC=1.C(N(C(C)C)CC)(C)C.Cl[C:41]([O:43][CH2:44][CH2:45][Cl:46])=[O:42], predict the reaction product. The product is: [Cl:46][CH2:45][CH2:44][O:43][C:41](=[O:42])[NH:1][CH2:2][CH:3]1[CH2:8][CH2:7][CH:6]([NH:9][C:10]2[S:11][C:12]3[CH2:19][CH2:18][CH2:17][C:16]4[CH:20]=[CH:21][C:22]([F:24])=[CH:23][C:15]=4[C:13]=3[N:14]=2)[CH2:5][CH2:4]1.